Dataset: Reaction yield outcomes from USPTO patents with 853,638 reactions. Task: Predict the reaction yield, written as a fraction of the theoretical maximum amount of product (1.0 means a 100% yield; for example, 0.34 means a 34% yield). (1) The reactants are [CH3:1][O:2][CH:3]([O:27][CH3:28])[CH2:4][N:5]1[C:9]2[N:10]=[C:11]([C:20]3[CH:26]=[CH:25][C:23]([NH2:24])=[CH:22][CH:21]=3)[N:12]=[C:13]([N:14]3[CH2:19][CH2:18][O:17][CH2:16][CH2:15]3)[C:8]=2[N:7]=[N:6]1.[CH3:29][C:30]1[CH:35]=[CH:34][C:33]([N:36]=[C:37]=[O:38])=[CH:32][CH:31]=1. The catalyst is C(Cl)Cl.CN(C1C=CN=CC=1)C. The product is [CH3:28][O:27][CH:3]([O:2][CH3:1])[CH2:4][N:5]1[C:9]2[N:10]=[C:11]([C:20]3[CH:26]=[CH:25][C:23]([NH:24][C:37]([NH:36][C:33]4[CH:34]=[CH:35][C:30]([CH3:29])=[CH:31][CH:32]=4)=[O:38])=[CH:22][CH:21]=3)[N:12]=[C:13]([N:14]3[CH2:15][CH2:16][O:17][CH2:18][CH2:19]3)[C:8]=2[N:7]=[N:6]1. The yield is 0.160. (2) The reactants are [CH3:1][C:2]1[CH:6]=[CH:5][S:4][C:3]=1[C:7]([OH:9])=O.S(Cl)(Cl)=O.C1COCC1.[C:19]([C:21]1[CH:22]=[C:23]([NH2:27])[CH:24]=[CH:25][CH:26]=1)#[CH:20]. The catalyst is CCN(CC)CC. The product is [C:19]([C:21]1[CH:22]=[C:23]([NH:27][C:7]([C:3]2[S:4][CH:5]=[CH:6][C:2]=2[CH3:1])=[O:9])[CH:24]=[CH:25][CH:26]=1)#[CH:20]. The yield is 0.780.